From a dataset of Forward reaction prediction with 1.9M reactions from USPTO patents (1976-2016). Predict the product of the given reaction. (1) The product is: [CH2:35]([N:17]([CH:18]1[C:27]2[C:22](=[CH:23][CH:24]=[CH:25][CH:26]=2)[O:21][CH2:20][CH:19]1[CH2:28][C:29]1[CH:30]=[CH:31][CH:32]=[CH:33][CH:34]=1)[C:16]([CH2:15][NH:14][C:12](=[O:13])[NH:11][C:7]1[CH:6]=[C:5]([CH:10]=[CH:9][CH:8]=1)[C:4]([OH:43])=[O:3])=[O:42])[C:36]1[CH:41]=[CH:40][CH:39]=[CH:38][CH:37]=1. Given the reactants C([O:3][C:4](=[O:43])[C:5]1[CH:10]=[CH:9][CH:8]=[C:7]([NH:11][C:12]([NH:14][CH2:15][C:16](=[O:42])[N:17]([CH2:35][C:36]2[CH:41]=[CH:40][CH:39]=[CH:38][CH:37]=2)[CH:18]2[C:27]3[C:22](=[CH:23][CH:24]=[CH:25][CH:26]=3)[O:21][CH2:20][CH:19]2[CH2:28][C:29]2[CH:34]=[CH:33][CH:32]=[CH:31][CH:30]=2)=[O:13])[CH:6]=1)C.[OH-].[Li+], predict the reaction product. (2) Given the reactants [Br:1][C:2]1[C:3]([CH3:11])=[N:4][CH:5]=[C:6]([C:9]=1Cl)[C:7]#[N:8].[NH2:12][C:13]1[C:14]([CH3:22])=[C:15]2[C:19](=[CH:20][CH:21]=1)[NH:18][CH:17]=[CH:16]2, predict the reaction product. The product is: [Br:1][C:2]1[C:3]([CH3:11])=[N:4][CH:5]=[C:6]([C:9]=1[NH:12][C:13]1[C:14]([CH3:22])=[C:15]2[C:19](=[CH:20][CH:21]=1)[NH:18][CH:17]=[CH:16]2)[C:7]#[N:8].